From a dataset of Forward reaction prediction with 1.9M reactions from USPTO patents (1976-2016). Predict the product of the given reaction. Given the reactants [NH2:1][C:2]1[CH:3]=[CH:4][C:5]([F:19])=[C:6]([C@:8]2([CH3:18])[C:14]([F:16])([F:15])[CH2:13][O:12][CH2:11][C:10]([NH2:17])=[N:9]2)[CH:7]=1.[CH:20]1([C:23]#[C:24][C:25]2[CH:26]=[CH:27][C:28]([C:31]([OH:33])=[O:32])=[N:29][CH:30]=2)[CH2:22][CH2:21]1, predict the reaction product. The product is: [CH:31]([OH:33])=[O:32].[NH2:17][C:10]1[CH2:11][O:12][CH2:13][C:14]([F:15])([F:16])[C@:8]([C:6]2[CH:7]=[C:2]([NH:1][C:31](=[O:32])[C:28]3[CH:27]=[CH:26][C:25]([C:24]#[C:23][CH:20]4[CH2:22][CH2:21]4)=[CH:30][N:29]=3)[CH:3]=[CH:4][C:5]=2[F:19])([CH3:18])[N:9]=1.